Dataset: Forward reaction prediction with 1.9M reactions from USPTO patents (1976-2016). Task: Predict the product of the given reaction. Given the reactants S(Cl)(Cl)=O.[Br:5][C:6]1[CH:14]=[CH:13][C:9]([C:10]([OH:12])=[O:11])=[CH:8][C:7]=1[OH:15].[CH3:16]O, predict the reaction product. The product is: [CH3:16][O:11][C:10](=[O:12])[C:9]1[CH:13]=[CH:14][C:6]([Br:5])=[C:7]([OH:15])[CH:8]=1.